Dataset: Full USPTO retrosynthesis dataset with 1.9M reactions from patents (1976-2016). Task: Predict the reactants needed to synthesize the given product. (1) Given the product [Cl:1][C:2]1[CH:7]=[CH:6][C:5]([NH:8][C:9]([NH:11][C:12]2[CH:13]=[CH:14][C:15]([O:16][C:17]3[CH:22]=[CH:21][N:20]=[C:19]([NH:23][CH2:24][CH2:25][CH2:26][OH:27])[N:18]=3)=[CH:28][CH:29]=2)=[O:10])=[CH:4][CH:3]=1, predict the reactants needed to synthesize it. The reactants are: [Cl:1][C:2]1[CH:7]=[CH:6][C:5]([N:8]=[C:9]=[O:10])=[CH:4][CH:3]=1.[NH2:11][C:12]1[CH:29]=[CH:28][C:15]([O:16][C:17]2[CH:22]=[CH:21][N:20]=[C:19]([NH:23][CH2:24][CH2:25][CH2:26][OH:27])[N:18]=2)=[CH:14][CH:13]=1. (2) Given the product [N:9]1[N:10]([C:14]2[CH:22]=[CH:21][CH:20]=[CH:19][C:15]=2[C:16]([N:7]2[CH2:6][C@H:5]([OH:8])[CH2:4][CH2:3][C@H:2]2[CH3:1])=[O:17])[N:11]=[CH:12][CH:13]=1, predict the reactants needed to synthesize it. The reactants are: [CH3:1][C@H:2]1[NH:7][CH2:6][C@H:5]([OH:8])[CH2:4][CH2:3]1.[N:9]1[N:10]([C:14]2[CH:22]=[CH:21][CH:20]=[CH:19][C:15]=2[C:16](O)=[O:17])[N:11]=[CH:12][CH:13]=1.C(Cl)CCl.ON1C2N=CC=CC=2N=N1.C(N(CC)CC)C. (3) The reactants are: C[C:2]1([CH3:27])C(C)(C)OB([C:9]2[CH:26]=[CH:25][C:12]([NH:13][C:14]3[C:18]4[CH:19]=[CH:20][CH:21]=[CH:22][C:17]=4[S:16](=[O:24])(=[O:23])[N:15]=3)=[CH:11][CH:10]=2)[O:3]1.I[C:29]1[C:37]2[C:32](=[N:33][CH:34]=[N:35][C:36]=2[NH2:38])[N:31]([C@H:39]2[CH2:44][CH2:43][C@H:42]([N:45]3[CH2:50][CH2:49][N:48]([CH3:51])[CH2:47][CH2:46]3)[CH2:41][CH2:40]2)[N:30]=1.C(=O)([O-])[O-:53].[Na+].[Na+]. Given the product [C:2]([OH:53])(=[O:3])[CH3:27].[NH2:38][C:36]1[N:35]=[CH:34][N:33]=[C:32]2[N:31]([C@H:39]3[CH2:44][CH2:43][C@H:42]([N:45]4[CH2:46][CH2:47][N:48]([CH3:51])[CH2:49][CH2:50]4)[CH2:41][CH2:40]3)[N:30]=[C:29]([C:9]3[CH:10]=[CH:11][C:12]([NH:13][C:14]4[C:18]5[CH:19]=[CH:20][CH:21]=[CH:22][C:17]=5[S:16](=[O:23])(=[O:24])[N:15]=4)=[CH:25][CH:26]=3)[C:37]=12, predict the reactants needed to synthesize it.